This data is from Peptide-MHC class I binding affinity with 185,985 pairs from IEDB/IMGT. The task is: Regression. Given a peptide amino acid sequence and an MHC pseudo amino acid sequence, predict their binding affinity value. This is MHC class I binding data. (1) The peptide sequence is KAFSPEVI. The MHC is HLA-A23:01 with pseudo-sequence HLA-A23:01. The binding affinity (normalized) is 0. (2) The peptide sequence is KMARLGKGY. The binding affinity (normalized) is 0.0847. The MHC is HLA-B58:01 with pseudo-sequence HLA-B58:01. (3) The peptide sequence is QESEFSFYGD. The MHC is H-2-Kb with pseudo-sequence H-2-Kb. The binding affinity (normalized) is 0.0299. (4) The peptide sequence is RFPLTFGW. The MHC is HLA-B44:02 with pseudo-sequence HLA-B44:02. The binding affinity (normalized) is 0. (5) The peptide sequence is AVYLLDGLR. The MHC is HLA-A01:01 with pseudo-sequence HLA-A01:01. The binding affinity (normalized) is 0.0847.